This data is from NCI-60 drug combinations with 297,098 pairs across 59 cell lines. The task is: Regression. Given two drug SMILES strings and cell line genomic features, predict the synergy score measuring deviation from expected non-interaction effect. (1) Synergy scores: CSS=56.1, Synergy_ZIP=1.97, Synergy_Bliss=2.86, Synergy_Loewe=-23.4, Synergy_HSA=1.86. Drug 2: COC1=C2C(=CC3=C1OC=C3)C=CC(=O)O2. Cell line: CCRF-CEM. Drug 1: CC1OCC2C(O1)C(C(C(O2)OC3C4COC(=O)C4C(C5=CC6=C(C=C35)OCO6)C7=CC(=C(C(=C7)OC)O)OC)O)O. (2) Drug 1: CC1=C(N=C(N=C1N)C(CC(=O)N)NCC(C(=O)N)N)C(=O)NC(C(C2=CN=CN2)OC3C(C(C(C(O3)CO)O)O)OC4C(C(C(C(O4)CO)O)OC(=O)N)O)C(=O)NC(C)C(C(C)C(=O)NC(C(C)O)C(=O)NCCC5=NC(=CS5)C6=NC(=CS6)C(=O)NCCC[S+](C)C)O. Drug 2: C(CC(=O)O)C(=O)CN.Cl. Cell line: RPMI-8226. Synergy scores: CSS=20.4, Synergy_ZIP=-6.81, Synergy_Bliss=-4.97, Synergy_Loewe=12.5, Synergy_HSA=0.217.